Dataset: Reaction yield outcomes from USPTO patents with 853,638 reactions. Task: Predict the reaction yield, written as a fraction of the theoretical maximum amount of product (1.0 means a 100% yield; for example, 0.34 means a 34% yield). (1) The reactants are [Cl:1][C:2]1[CH:3]=[C:4]([CH:7]=[CH:8][C:9]=1[Cl:10])[CH:5]=O.[C:11]([CH2:13][C:14](OCC)=[O:15])#[N:12].[CH2:19]([O:26][CH2:27][C@@H:28]([CH3:33])[CH2:29][C:30](=[NH:32])[NH2:31])[C:20]1[CH:25]=[CH:24][CH:23]=[CH:22][CH:21]=1.C([O-])([O-])=O.[K+].[K+]. The catalyst is N1CCCCC1.C1(C)C=CC=CC=1.C(O)C.O. The product is [CH2:19]([O:26][CH2:27][C@@H:28]([CH3:33])[CH2:29][C:30]1[N:31]=[C:5]([C:4]2[CH:7]=[CH:8][C:9]([Cl:10])=[C:2]([Cl:1])[CH:3]=2)[C:13]([C:11]#[N:12])=[C:14]([OH:15])[N:32]=1)[C:20]1[CH:25]=[CH:24][CH:23]=[CH:22][CH:21]=1. The yield is 0.360. (2) The reactants are [N:1]1[CH:2]=[CH:3][N:4]2[CH:9]=[C:8]([C:10]3[CH:15]=[CH:14][C:13]([C:16]([N:18]4[CH2:23][CH2:22][N:21]([CH3:24])[CH2:20][CH2:19]4)=[O:17])=[CH:12][CH:11]=3)[N:7]=[CH:6][C:5]=12.[Br:25]N1C(=O)CCC1=O. The catalyst is C(#N)C.C(Cl)Cl. The product is [Br:25][C:3]1[N:4]2[CH:9]=[C:8]([C:10]3[CH:15]=[CH:14][C:13]([C:16]([N:18]4[CH2:23][CH2:22][N:21]([CH3:24])[CH2:20][CH2:19]4)=[O:17])=[CH:12][CH:11]=3)[N:7]=[CH:6][C:5]2=[N:1][CH:2]=1. The yield is 0.830.